From a dataset of Forward reaction prediction with 1.9M reactions from USPTO patents (1976-2016). Predict the product of the given reaction. (1) Given the reactants [CH:1]([NH2:4])([CH3:3])[CH3:2].[Cl:5][C:6]1[C:7]([C:17]2[C:22]([F:23])=[CH:21][C:20]([F:24])=[CH:19][C:18]=2[F:25])=[C:8](Cl)[C:9]2[C:10]([N:15]=1)=[CH:11][N:12]=[N:13][CH:14]=2, predict the reaction product. The product is: [Cl:5][C:6]1[C:7]([C:17]2[C:22]([F:23])=[CH:21][C:20]([F:24])=[CH:19][C:18]=2[F:25])=[C:8]([NH:4][CH:1]([CH3:3])[CH3:2])[C:9]2[C:10]([N:15]=1)=[CH:11][N:12]=[N:13][CH:14]=2. (2) Given the reactants [NH2:1][C:2]1[N:3]([CH2:27][C:28]2[CH:33]=[CH:32][CH:31]=[CH:30][CH:29]=2)[N:4]=[C:5]2[C:10]=1[CH:9]=[CH:8][C:7]([C:11]1[CH:12]=[C:13]([CH:21]3[CH2:26][CH2:25][NH:24][CH2:23][CH2:22]3)[N:14]3[C:19]=1[C:18]([NH2:20])=[N:17][CH:16]=[N:15]3)=[CH:6]2.ClC[C:36]([N:38]([CH3:40])[CH3:39])=[O:37], predict the reaction product. The product is: [NH2:20][C:18]1[C:19]2=[C:11]([C:7]3[CH:8]=[CH:9][C:10]4[C:5]([CH:6]=3)=[N:4][N:3]([CH2:27][C:28]3[CH:33]=[CH:32][CH:31]=[CH:30][CH:29]=3)[C:2]=4[NH2:1])[CH:12]=[C:13]([CH:21]3[CH2:26][CH2:25][N:24]([C:36]([N:38]([CH3:40])[CH3:39])=[O:37])[CH2:23][CH2:22]3)[N:14]2[N:15]=[CH:16][N:17]=1. (3) Given the reactants [CH2:1]([O:8][C:9]([NH:11][C:12](=[C:17]1[CH2:20][O:19][CH2:18]1)[C:13]([O:15][CH3:16])=[O:14])=[O:10])[C:2]1[CH:7]=[CH:6][CH:5]=[CH:4][CH:3]=1.C(N(CC)CC)C, predict the reaction product. The product is: [CH2:1]([O:8][C:9]([NH:11][CH:12]([CH:17]1[CH2:20][O:19][CH2:18]1)[C:13]([O:15][CH3:16])=[O:14])=[O:10])[C:2]1[CH:3]=[CH:4][CH:5]=[CH:6][CH:7]=1. (4) Given the reactants [CH3:1][O:2][N:3]1[CH2:8][CH2:7][CH:6]([OH:9])[CH2:5][CH2:4]1.C(N(CC)CC)C.[CH3:17][S:18](Cl)(=[O:20])=[O:19], predict the reaction product. The product is: [CH3:1][O:2][N:3]1[CH2:8][CH2:7][CH:6]([O:9][S:18]([CH3:17])(=[O:20])=[O:19])[CH2:5][CH2:4]1. (5) Given the reactants [N:1]([CH2:4][CH:5]1[CH2:9][C:8]2[CH:10]=[C:11]([F:21])[CH:12]=[C:13]([C:14]3[CH:19]=[CH:18][CH:17]=[CH:16][C:15]=3[CH3:20])[C:7]=2[O:6]1)=[N+]=[N-], predict the reaction product. The product is: [F:21][C:11]1[CH:12]=[C:13]([C:14]2[CH:19]=[CH:18][CH:17]=[CH:16][C:15]=2[CH3:20])[C:7]2[O:6][CH:5]([CH2:4][NH2:1])[CH2:9][C:8]=2[CH:10]=1. (6) Given the reactants [F:1][C:2]1[CH:7]=[CH:6][C:5]([C:8]2[C:17]3[C:12](=[N:13][C:14]([C:18]([F:21])([F:20])[F:19])=[CH:15][CH:16]=3)[N:11]=[CH:10][CH:9]=2)=[CH:4][C:3]=1[OH:22].Cl[CH2:24][C:25]#[N:26], predict the reaction product. The product is: [F:1][C:2]1[CH:7]=[CH:6][C:5]([C:8]2[C:17]3[C:12](=[N:13][C:14]([C:18]([F:19])([F:20])[F:21])=[CH:15][CH:16]=3)[N:11]=[CH:10][CH:9]=2)=[CH:4][C:3]=1[O:22][CH2:24][C:25]#[N:26].